Dataset: Merck oncology drug combination screen with 23,052 pairs across 39 cell lines. Task: Regression. Given two drug SMILES strings and cell line genomic features, predict the synergy score measuring deviation from expected non-interaction effect. Drug 1: Nc1ccn(C2OC(CO)C(O)C2(F)F)c(=O)n1. Drug 2: NC(=O)c1cccc2cn(-c3ccc(C4CCCNC4)cc3)nc12. Cell line: HCT116. Synergy scores: synergy=-12.2.